Dataset: Peptide-MHC class II binding affinity with 134,281 pairs from IEDB. Task: Regression. Given a peptide amino acid sequence and an MHC pseudo amino acid sequence, predict their binding affinity value. This is MHC class II binding data. (1) The peptide sequence is LFRVYSNFLRGKLKL. The MHC is DRB1_0404 with pseudo-sequence DRB1_0404. The binding affinity (normalized) is 0.306. (2) The peptide sequence is LGFSSEVLKLKDEVR. The MHC is DRB1_0701 with pseudo-sequence DRB1_0701. The binding affinity (normalized) is 0.463. (3) The peptide sequence is NKFVSPKSVIGTFVA. The MHC is DRB1_0701 with pseudo-sequence DRB1_0701. The binding affinity (normalized) is 0.830.